This data is from Full USPTO retrosynthesis dataset with 1.9M reactions from patents (1976-2016). The task is: Predict the reactants needed to synthesize the given product. (1) The reactants are: Cl[CH2:2][CH2:3][CH2:4][CH2:5][N:6]1[C:11](=[O:12])[NH:10][C:9](=[O:13])[CH:8]=[N:7]1.[C:14]([C:18]1[N:23]=[C:22]([N:24]2[CH2:29][CH2:28][NH:27][CH2:26][CH2:25]2)[CH:21]=[C:20]([CH:30]2[CH2:33][CH2:32][CH2:31]2)[N:19]=1)([CH3:17])([CH3:16])[CH3:15]. Given the product [C:14]([C:18]1[N:23]=[C:22]([N:24]2[CH2:25][CH2:26][N:27]([CH2:2][CH2:3][CH2:4][CH2:5][N:6]3[C:11](=[O:12])[NH:10][C:9](=[O:13])[CH:8]=[N:7]3)[CH2:28][CH2:29]2)[CH:21]=[C:20]([CH:30]2[CH2:33][CH2:32][CH2:31]2)[N:19]=1)([CH3:17])([CH3:15])[CH3:16], predict the reactants needed to synthesize it. (2) Given the product [CH3:1][C:2]1[CH:7]=[CH:6][C:5]([S:8]([O:11][CH2:12][CH:13]2[CH2:17][C:16]3[CH:18]=[CH:19][CH:20]=[C:21]([C:28]4[CH:29]=[CH:30][C:25]([C:24]([F:35])([F:34])[F:23])=[CH:26][CH:27]=4)[C:15]=3[O:14]2)(=[O:10])=[O:9])=[CH:4][CH:3]=1, predict the reactants needed to synthesize it. The reactants are: [CH3:1][C:2]1[CH:7]=[CH:6][C:5]([S:8]([O:11][CH2:12][CH:13]2[CH2:17][C:16]3[CH:18]=[CH:19][CH:20]=[C:21](Br)[C:15]=3[O:14]2)(=[O:10])=[O:9])=[CH:4][CH:3]=1.[F:23][C:24]([F:35])([F:34])[C:25]1[CH:30]=[CH:29][C:28](B(O)O)=[CH:27][CH:26]=1.C(=O)([O-])[O-].[K+].[K+]. (3) Given the product [O:1]1[C:5]2[CH:6]=[CH:7][CH:8]=[CH:9][C:4]=2[N:3]=[C:2]1[N:10]1[CH2:15][CH2:14][CH2:13][CH2:12][C@H:11]1[C:16]([NH:28][CH2:27][CH2:26][N:25]1[CH:24]([CH3:29])[CH2:23][O:22][CH2:21][CH:20]1[CH3:19])=[O:18], predict the reactants needed to synthesize it. The reactants are: [O:1]1[C:5]2[CH:6]=[CH:7][CH:8]=[CH:9][C:4]=2[N:3]=[C:2]1[N:10]1[CH2:15][CH2:14][CH2:13][CH2:12][C@H:11]1[C:16]([OH:18])=O.[CH3:19][CH:20]1[N:25]([CH2:26][CH2:27][NH2:28])[CH:24]([CH3:29])[CH2:23][O:22][CH2:21]1. (4) Given the product [F:23][C:20]1[CH:19]=[C:18]([CH2:24][CH2:25][C:26]([O:28][CH2:29][CH3:30])=[O:27])[CH:17]=[C:16]([C@H:13]([OH:12])[CH2:14][O:15][S:7]([C:4]2[CH:5]=[CH:6][C:1]([CH3:11])=[CH:2][CH:3]=2)(=[O:9])=[O:8])[C:21]=1[F:22], predict the reactants needed to synthesize it. The reactants are: [C:1]1([CH3:11])[CH:6]=[CH:5][C:4]([S:7](Cl)(=[O:9])=[O:8])=[CH:3][CH:2]=1.[OH:12][C@@H:13]([C:16]1[CH:17]=[C:18]([CH2:24][CH2:25][C:26]([O:28][CH2:29][CH3:30])=[O:27])[CH:19]=[C:20]([F:23])[C:21]=1[F:22])[CH2:14][OH:15]. (5) The reactants are: CO.C(N(CC)CC)C.Cl.Cl.C([O:15][C@@H:16]1[C@@H:53]([O:54]C(=O)C)[C@H:52]([O:58]C(=O)C)[C@@H:51]([CH2:62][O:63]C(=O)C)[O:50][C@H:17]1[O:18][C:19]1[C:23]([CH2:24][C:25]2[CH:30]=[CH:29][C:28](/[CH:31]=[CH:32]/[CH2:33][CH2:34][N:35]3[CH2:40][CH2:39][CH2:38][C:37]4([CH2:45][CH2:44][NH:43][CH2:42][CH2:41]4)[CH2:36]3)=[CH:27][C:26]=2[CH3:46])=[C:22]([CH:47]([CH3:49])[CH3:48])[NH:21][N:20]=1)(=O)C. Given the product [O:18]([C:19]1[C:23]([CH2:24][C:25]2[CH:30]=[CH:29][C:28](/[CH:31]=[CH:32]/[CH2:33][CH2:34][N:35]3[CH2:40][CH2:39][CH2:38][C:37]4([CH2:41][CH2:42][NH:43][CH2:44][CH2:45]4)[CH2:36]3)=[CH:27][C:26]=2[CH3:46])=[C:22]([CH:47]([CH3:49])[CH3:48])[NH:21][N:20]=1)[C@@H:17]1[O:50][C@H:51]([CH2:62][OH:63])[C@@H:52]([OH:58])[C@H:53]([OH:54])[C@H:16]1[OH:15], predict the reactants needed to synthesize it.